Task: Predict the product of the given reaction.. Dataset: Forward reaction prediction with 1.9M reactions from USPTO patents (1976-2016) (1) Given the reactants [CH3:1][C:2]1([CH3:11])[CH2:7][C:6](=O)[CH2:5][C:4]([CH3:10])([CH3:9])[NH:3]1.[CH2:12]([NH2:20])[CH2:13][CH2:14][CH2:15][CH2:16][CH2:17][CH2:18][CH3:19], predict the reaction product. The product is: [CH3:1][C:2]1([CH3:11])[CH2:7][CH:6]([NH:20][CH2:12][CH2:13][CH2:14][CH2:15][CH2:16][CH2:17][CH2:18][CH3:19])[CH2:5][C:4]([CH3:10])([CH3:9])[NH:3]1. (2) Given the reactants [C@H:1]12[N:8]([C:9]([O:11][CH2:12][C:13]3[CH:18]=[CH:17][CH:16]=[CH:15][CH:14]=3)=[O:10])[CH2:7][C@H:6]1[CH2:5][CH2:4][N:3](C(OC(C)(C)C)=O)[CH2:2]2.C(O)(C(F)(F)F)=O, predict the reaction product. The product is: [C@H:1]12[N:8]([C:9]([O:11][CH2:12][C:13]3[CH:18]=[CH:17][CH:16]=[CH:15][CH:14]=3)=[O:10])[CH2:7][C@H:6]1[CH2:5][CH2:4][NH:3][CH2:2]2.